From a dataset of Forward reaction prediction with 1.9M reactions from USPTO patents (1976-2016). Predict the product of the given reaction. (1) Given the reactants Br[C:2]1[C:11]2[O:10][CH2:9][CH:8]([C:12]3[CH:17]=[CH:16][CH:15]=[CH:14][N:13]=3)[N:7]3[C:18](=[O:20])[NH:19][C:5]([C:6]=23)=[CH:4][CH:3]=1.[CH3:21][N:22]1[C:26](B2OC(C)(C)C(C)(C)O2)=[C:25]([CH3:36])[CH:24]=[N:23]1.P([O-])([O-])([O-])=O.[K+].[K+].[K+], predict the reaction product. The product is: [CH3:21][N:22]1[C:26]([C:2]2[C:11]3[O:10][CH2:9][CH:8]([C:12]4[CH:17]=[CH:16][CH:15]=[CH:14][N:13]=4)[N:7]4[C:18](=[O:20])[NH:19][C:5]([C:6]=34)=[CH:4][CH:3]=2)=[C:25]([CH3:36])[CH:24]=[N:23]1. (2) Given the reactants Cl[C:2]1[CH:7]=[CH:6][C:5]([N+:8]([O-:10])=[O:9])=[C:4]([O:11][CH3:12])[CH:3]=1.[N:13]1[CH:18]=[CH:17][C:16](B(O)O)=[CH:15][CH:14]=1.C([O-])([O-])=O.[Na+].[Na+], predict the reaction product. The product is: [CH3:12][O:11][C:4]1[CH:3]=[C:2]([C:16]2[CH:17]=[CH:18][N:13]=[CH:14][CH:15]=2)[CH:7]=[CH:6][C:5]=1[N+:8]([O-:10])=[O:9]. (3) Given the reactants [OH:1]O.[Br:3][C:4]1[CH:5]=[C:6]([CH:9]=[CH:10][C:11]=1[O:12][C:13]([F:16])([F:15])[F:14])[CH:7]=[O:8].Cl, predict the reaction product. The product is: [Br:3][C:4]1[CH:5]=[C:6]([CH:9]=[CH:10][C:11]=1[O:12][C:13]([F:14])([F:15])[F:16])[C:7]([OH:1])=[O:8]. (4) Given the reactants [NH2:1][C:2]1([C:5]([NH:7][CH2:8][C:9]2[CH:14]=[CH:13][C:12]([NH:15][C:16]3[CH:21]=[CH:20][CH:19]=[CH:18][C:17]=3[C:22]([F:25])([F:24])[F:23])=[CH:11][CH:10]=2)=[O:6])[CH2:4][CH2:3]1.[CH3:26][C:27]1[O:31][C:30]([C:32](O)=[O:33])=[N:29][N:28]=1, predict the reaction product. The product is: [CH3:26][C:27]1[O:31][C:30]([C:32]([NH:1][C:2]2([C:5](=[O:6])[NH:7][CH2:8][C:9]3[CH:10]=[CH:11][C:12]([NH:15][C:16]4[CH:21]=[CH:20][CH:19]=[CH:18][C:17]=4[C:22]([F:23])([F:24])[F:25])=[CH:13][CH:14]=3)[CH2:3][CH2:4]2)=[O:33])=[N:29][N:28]=1. (5) Given the reactants CC[N:3]=C=NCCCN(C)C.[Cl:12][C:13]1[S:39][C:16]2[NH:17][C:18]([C:20]([NH:22][CH:23]3[CH2:32][C:31]4[C:26](=[CH:27][CH:28]=[CH:29][CH:30]=4)[N:25]([CH2:33][CH:34](O)CO)[C:24]3=[O:38])=[O:21])=[CH:19][C:15]=2[CH:14]=1.ClC1SC2NC(C(NC3CC4C(=CC=CC=4)N(C[C@@H](O)CO)C3=O)=O)=CC=2C=1, predict the reaction product. The product is: [Cl:12][C:13]1[S:39][C:16]2[NH:17][C:18]([C:20]([NH:22][CH:23]3[CH2:32][C:31]4[C:26](=[CH:27][CH:28]=[CH:29][CH:30]=4)[N:25]([CH2:33][C:34]#[N:3])[C:24]3=[O:38])=[O:21])=[CH:19][C:15]=2[CH:14]=1. (6) Given the reactants [CH2:1]([NH:3][C:4]([NH:6][CH3:7])=[O:5])[CH3:2].[C:8](CC(O)=O)#[N:9].C(O[C:18](=[O:20])[CH3:19])(=O)C, predict the reaction product. The product is: [NH2:9][C:8]1[N:3]([CH2:1][CH3:2])[C:4](=[O:5])[N:6]([CH3:7])[C:18](=[O:20])[CH:19]=1.